This data is from Reaction yield outcomes from USPTO patents with 853,638 reactions. The task is: Predict the reaction yield, written as a fraction of the theoretical maximum amount of product (1.0 means a 100% yield; for example, 0.34 means a 34% yield). (1) The reactants are [F:1][C@@H:2]1[CH2:7][CH2:6][N:5]([C:8]([O:10][C:11]([CH3:14])([CH3:13])[CH3:12])=[O:9])[CH2:4][C@H:3]1[OH:15].[CH3:16][C:17]1[CH:22]=[CH:21][C:20]([S:23](Cl)(=[O:25])=[O:24])=[CH:19][CH:18]=1. The catalyst is N1C=CC=CC=1. The product is [F:1][C@@H:2]1[CH2:7][CH2:6][N:5]([C:8]([O:10][C:11]([CH3:12])([CH3:14])[CH3:13])=[O:9])[CH2:4][C@H:3]1[O:15][S:23]([C:20]1[CH:21]=[CH:22][C:17]([CH3:16])=[CH:18][CH:19]=1)(=[O:25])=[O:24]. The yield is 0.750. (2) The reactants are [N:1]1([CH:6]([C:10]2[CH:15]=[CH:14][C:13]([NH2:16])=[CH:12][CH:11]=2)[CH:7]([CH3:9])[CH3:8])[CH:5]=[CH:4][N:3]=[CH:2]1.O.[OH-].[Na+].[CH:20](O)=[O:21]. No catalyst specified. The product is [N:1]1([CH:6]([C:10]2[CH:11]=[CH:12][C:13]([NH:16][CH:20]=[O:21])=[CH:14][CH:15]=2)[CH:7]([CH3:9])[CH3:8])[CH:5]=[CH:4][N:3]=[CH:2]1. The yield is 0.866. (3) The reactants are C[O:2][CH2:3][C@@:4]([CH3:10])([CH:8]=[CH2:9])[C:5]([OH:7])=[O:6].B(Br)(Br)Br.[CH3:15]O. The catalyst is ClCCl. The product is [CH3:15][O:7][C:5](=[O:6])[C@:4]([CH2:3][OH:2])([CH3:10])[CH:8]=[CH2:9]. The yield is 0.900. (4) The reactants are [N+:1]([C:4]1[CH:5]=[C:6]([CH2:13][OH:14])[CH:7]=[CH:8][C:9]=1[N+:10]([O-:12])=[O:11])([O-:3])=[O:2].[Cr](Cl)([O-])(=O)=O.[NH+]1C=CC=CC=1.CCOCC. The catalyst is C(Cl)Cl. The product is [N+:1]([C:4]1[CH:5]=[C:6]([CH:7]=[CH:8][C:9]=1[N+:10]([O-:12])=[O:11])[CH:13]=[O:14])([O-:3])=[O:2]. The yield is 0.710. (5) The reactants are [F:1][C:2]1[CH:7]=[CH:6][CH:5]=[C:4]([F:8])[C:3]=1[C:9]1[N:14]=[C:13]([C:15]([OH:17])=O)[CH:12]=[CH:11][C:10]=1[F:18].[NH2:19][C:20]1[C:21]([N:29]2[CH2:34][C@H:33]([C:35]([F:38])([F:37])[F:36])[CH2:32][C@H:31]([NH:39]C(=O)OC(C)(C)C)[CH2:30]2)=[C:22]2[CH2:28][CH2:27][O:26][C:23]2=[N:24][CH:25]=1.CN(C(ON1N=NC2C=CC=NC1=2)=[N+](C)C)C.F[P-](F)(F)(F)(F)F.CCN(C(C)C)C(C)C. The catalyst is CN(C=O)C. The product is [NH2:39][C@H:31]1[CH2:32][C@@H:33]([C:35]([F:37])([F:38])[F:36])[CH2:34][N:29]([C:21]2[C:20]([NH:19][C:15]([C:13]3[CH:12]=[CH:11][C:10]([F:18])=[C:9]([C:3]4[C:4]([F:8])=[CH:5][CH:6]=[CH:7][C:2]=4[F:1])[N:14]=3)=[O:17])=[CH:25][N:24]=[C:23]3[O:26][CH2:27][CH2:28][C:22]=23)[CH2:30]1. The yield is 0.200.